Dataset: Reaction yield outcomes from USPTO patents with 853,638 reactions. Task: Predict the reaction yield, written as a fraction of the theoretical maximum amount of product (1.0 means a 100% yield; for example, 0.34 means a 34% yield). The reactants are Br[C:2]1[C:3]([CH3:9])=[N:4][C:5]([CH3:8])=[CH:6][CH:7]=1.C([Li])CCC.C(O[B:19]1[O:23][C:22]([CH3:25])([CH3:24])[C:21]([CH3:27])([CH3:26])[O:20]1)(C)C. The catalyst is CCOCC. The yield is 0.984. The product is [CH3:9][C:3]1[C:2]([B:19]2[O:23][C:22]([CH3:25])([CH3:24])[C:21]([CH3:27])([CH3:26])[O:20]2)=[CH:7][CH:6]=[C:5]([CH3:8])[N:4]=1.